The task is: Binary Classification. Given a T-cell receptor sequence (or CDR3 region) and an epitope sequence, predict whether binding occurs between them.. This data is from TCR-epitope binding with 47,182 pairs between 192 epitopes and 23,139 TCRs. The epitope is IPIQASLPF. The TCR CDR3 sequence is CASSQVRGGDEQYF. Result: 1 (the TCR binds to the epitope).